This data is from Catalyst prediction with 721,799 reactions and 888 catalyst types from USPTO. The task is: Predict which catalyst facilitates the given reaction. Reactant: [CH3:1][N:2]([CH2:4][CH2:5][OH:6])[CH3:3].[CH2:22]1[C:23](=O)[N:18](OC(O[N:18]2[C:23](=O)[CH2:22][CH2:21][C:19]2=[O:20])=O)[C:19](=[O:20])[CH2:21]1.F[C:26]([F:31])(F)[C:27]([O-])=O.[C:32]([C:35]1[C:36]([NH:49][C:50]2[CH:55]=CC=[CH:52][CH:51]=2)=[N:37][N:38]([C:40]2(CC#N)CC[NH2+:43][CH2:42][CH2:41]2)[CH:39]=1)(=[O:34])[NH2:33].[C:56](#N)[CH3:57]. Product: [C:32]([C:35]1[C:36]([NH:49][C:50]2[CH:51]=[CH:52][C:26]([F:31])=[CH:27][CH:55]=2)=[N:37][N:38]([CH:40]([CH:21]2[CH2:22][CH2:23][N:18]([C:19]([O:6][CH2:5][CH2:4][N:2]([CH3:3])[CH3:1])=[O:20])[CH2:57][CH2:56]2)[CH2:41][C:42]#[N:43])[CH:39]=1)(=[O:34])[NH2:33]. The catalyst class is: 16.